The task is: Regression. Given a peptide amino acid sequence and an MHC pseudo amino acid sequence, predict their binding affinity value. This is MHC class I binding data.. This data is from Peptide-MHC class I binding affinity with 185,985 pairs from IEDB/IMGT. (1) The peptide sequence is NHIAVELSL. The MHC is HLA-B38:01 with pseudo-sequence HLA-B38:01. The binding affinity (normalized) is 0.522. (2) The peptide sequence is LANPTADDF. The MHC is HLA-B46:01 with pseudo-sequence HLA-B46:01. The binding affinity (normalized) is 0.0847. (3) The peptide sequence is VRDPKTSEI. The MHC is HLA-A01:01 with pseudo-sequence HLA-A01:01. The binding affinity (normalized) is 0.0847. (4) The binding affinity (normalized) is 0.0847. The MHC is HLA-A02:12 with pseudo-sequence HLA-A02:12. The peptide sequence is VTLFSNLGY. (5) The peptide sequence is AVQWMNRLI. The MHC is Patr-B0101 with pseudo-sequence Patr-B0101. The binding affinity (normalized) is 0.561.